From a dataset of Full USPTO retrosynthesis dataset with 1.9M reactions from patents (1976-2016). Predict the reactants needed to synthesize the given product. Given the product [F:27][C:28]([F:33])([F:32])[C:29]([OH:31])=[O:30].[NH2:19][CH2:18][C:16]1[N:17]=[C:12]([C:4]2[S:5][C:6]3[CH:11]=[CH:10][CH:9]=[CH:8][C:7]=3[C:2](=[O:1])[N:3]=2)[CH:13]=[CH:14][CH:15]=1, predict the reactants needed to synthesize it. The reactants are: [O:1]=[C:2]1[C:7]2[CH:8]=[CH:9][CH:10]=[CH:11][C:6]=2[S:5][C:4]([C:12]2[N:17]=[C:16]([CH2:18][NH:19]C(=O)OC(C)(C)C)[CH:15]=[CH:14][CH:13]=2)=[N:3]1.[F:27][C:28]([F:33])([F:32])[C:29]([OH:31])=[O:30].